Dataset: Forward reaction prediction with 1.9M reactions from USPTO patents (1976-2016). Task: Predict the product of the given reaction. Given the reactants FC1C=C(OC)C=C(F)C=1[C:11]1=[C:12]([CH:42]=[CH:43][C:44]2[C:52]([CH3:54])([CH3:53])[C:51]3[C:46](=[CH:47][CH:48]=[C:49]([S:55]([O-:58])(=[O:57])=[O:56])[CH:50]=3)[N+:45]=2[CH2:59][CH2:60][CH2:61][CH2:62][S:63]([O-:66])(=[O:65])=[O:64])[CH2:13][CH2:14][CH2:15]/[C:16]/1=[CH:17]\[CH:18]=[C:19]1\[N:20]([CH2:34][CH2:35][CH2:36][CH2:37][S:38]([O-:41])(=[O:40])=[O:39])[C:21]2[C:26]([C:27]\1([CH3:29])[CH3:28])=[CH:25][C:24]([S:30]([O-:33])(=[O:32])=[O:31])=[CH:23][CH:22]=2.[Na+:67].[Na+].[Na+].B([C:73]1[C:74]([F:88])=[C:75]([C:83]([F:87])=[CH:84][C:85]=1[F:86])[O:76][CH2:77][CH2:78][CH2:79][C:80]([OH:82])=[O:81])(O)O, predict the reaction product. The product is: [C:80]([CH2:79][CH2:78][CH2:77][O:76][C:75]1[C:74]([F:88])=[C:73]([C:11]2=[C:16]([CH:17]=[CH:18][C:19]3[C:27]([CH3:29])([CH3:28])[C:26]4[C:21](=[CH:22][CH:23]=[C:24]([S:30]([O-:33])(=[O:31])=[O:32])[CH:25]=4)[N+:20]=3[CH2:34][CH2:35][CH2:36][CH2:37][S:38]([O-:41])(=[O:40])=[O:39])[CH2:15][CH2:14][CH2:13]/[C:12]/2=[CH:42]\[CH:43]=[C:44]2\[N:45]([CH2:59][CH2:60][CH2:61][CH2:62][S:63]([O-:66])(=[O:65])=[O:64])[C:46]3[C:51]([C:52]\2([CH3:54])[CH3:53])=[CH:50][C:49]([S:55]([O-:58])(=[O:56])=[O:57])=[CH:48][CH:47]=3)[C:85]([F:86])=[CH:84][C:83]=1[F:87])([OH:82])=[O:81].[Na+:67].[Na+:67].[Na+:67].